From a dataset of Full USPTO retrosynthesis dataset with 1.9M reactions from patents (1976-2016). Predict the reactants needed to synthesize the given product. Given the product [NH2:11][C:9]1[CH:8]=[N:7][N:6]([CH2:5][CH:4]([OH:14])[CH2:3][N:2]([CH3:1])[CH3:15])[CH:10]=1, predict the reactants needed to synthesize it. The reactants are: [CH3:1][N:2]([CH3:15])[CH2:3][CH:4]([OH:14])[CH2:5][N:6]1[CH:10]=[C:9]([N+:11]([O-])=O)[CH:8]=[N:7]1.[H][H].